From a dataset of Reaction yield outcomes from USPTO patents with 853,638 reactions. Predict the reaction yield, written as a fraction of the theoretical maximum amount of product (1.0 means a 100% yield; for example, 0.34 means a 34% yield). (1) The reactants are Cl[C:2]([C:15]1[CH:20]=[CH:19][CH:18]=[CH:17][CH:16]=1)([C:9]1[CH:14]=[CH:13][CH:12]=[CH:11][CH:10]=1)[C:3]1[CH:8]=[CH:7][CH:6]=[CH:5][CH:4]=1.[CH2:21]([CH2:35][C:36]([NH:38][CH2:39][CH:40]([OH:43])[CH2:41][OH:42])=[S:37])[CH2:22][CH2:23][CH2:24][CH2:25][CH2:26][CH2:27][CH2:28][CH2:29][CH2:30][CH2:31][CH2:32][CH2:33][CH3:34]. The catalyst is N1C=CC=CC=1. The product is [CH2:21]([CH2:35][C:36]([NH:38][CH2:39][CH:40]([OH:43])[CH2:41][O:42][C:2]([C:15]1[CH:20]=[CH:19][CH:18]=[CH:17][CH:16]=1)([C:9]1[CH:14]=[CH:13][CH:12]=[CH:11][CH:10]=1)[C:3]1[CH:8]=[CH:7][CH:6]=[CH:5][CH:4]=1)=[S:37])[CH2:22][CH2:23][CH2:24][CH2:25][CH2:26][CH2:27][CH2:28][CH2:29][CH2:30][CH2:31][CH2:32][CH2:33][CH3:34]. The yield is 0.690. (2) The reactants are C=O.[NH:3]1[CH2:8][CH2:7][CH:6]([S:9]([C:12]2[CH:21]=[CH:20][C:15]3[N:16]=[C:17]([NH2:19])[S:18][C:14]=3[CH:13]=2)(=[O:11])=[O:10])[CH2:5][CH2:4]1.[C:22]([BH3-])#N.[Na+].C([O-])(O)=O.[Na+]. The catalyst is CO.C(O)(=O)C. The product is [CH3:22][N:3]1[CH2:4][CH2:5][CH:6]([S:9]([C:12]2[CH:21]=[CH:20][C:15]3[N:16]=[C:17]([NH2:19])[S:18][C:14]=3[CH:13]=2)(=[O:11])=[O:10])[CH2:7][CH2:8]1. The yield is 0.640. (3) The reactants are [H-].C([Al+]CC(C)C)C(C)C.[CH:11]([N:14]1[C:18]([C:19]([F:22])([F:21])[F:20])=[C:17]([C:23](OCC)=[O:24])[CH:16]=[N:15]1)([CH3:13])[CH3:12].Cl. The yield is 1.00. The product is [CH:11]([N:14]1[C:18]([C:19]([F:21])([F:20])[F:22])=[C:17]([CH2:23][OH:24])[CH:16]=[N:15]1)([CH3:13])[CH3:12]. The catalyst is C1(C)C=CC=CC=1. (4) The yield is 0.870. The reactants are C([NH:8][C:9]1[C:10]([CH3:31])=[C:11]([CH3:30])[C:12]2[O:16][CH2:15][CH:14]([C:17]3[CH:22]=[CH:21][C:20]([CH:23]([CH3:25])[CH3:24])=[CH:19][C:18]=3[O:26][CH3:27])[C:13]=2[C:28]=1[CH3:29])C1C=CC=CC=1. The product is [CH:23]([C:20]1[CH:21]=[CH:22][C:17]([CH:14]2[C:13]3[C:28]([CH3:29])=[C:9]([NH2:8])[C:10]([CH3:31])=[C:11]([CH3:30])[C:12]=3[O:16][CH2:15]2)=[C:18]([O:26][CH3:27])[CH:19]=1)([CH3:25])[CH3:24]. The catalyst is C(OCC)(=O)C.CCCCCC. (5) The reactants are [C:1]([NH:4][C:5]1[CH:10]=[CH:9][CH:8]=[CH:7][CH:6]=1)(=S)[CH3:2].[C:11]([NH:19][NH2:20])(=O)[C:12]1[CH:17]=[CH:16][CH:15]=[CH:14][CH:13]=1.C(O)CCC. The catalyst is O. The product is [CH3:2][C:1]1[N:4]([C:5]2[CH:10]=[CH:9][CH:8]=[CH:7][CH:6]=2)[C:11]([C:12]2[CH:17]=[CH:16][CH:15]=[CH:14][CH:13]=2)=[N:19][N:20]=1. The yield is 0.180. (6) The catalyst is [Cu]I.C1C=CC([P]([Pd]([P](C2C=CC=CC=2)(C2C=CC=CC=2)C2C=CC=CC=2)([P](C2C=CC=CC=2)(C2C=CC=CC=2)C2C=CC=CC=2)[P](C2C=CC=CC=2)(C2C=CC=CC=2)C2C=CC=CC=2)(C2C=CC=CC=2)C2C=CC=CC=2)=CC=1. The reactants are Br[C:2]1[N:3]=[C:4]2[C:10]([C:11]([NH:13][C:14]([CH3:17])([CH3:16])[CH3:15])=[O:12])=[CH:9][N:8](COCC[Si](C)(C)C)[C:5]2=[N:6][CH:7]=1.ClC1C=C2C(C([Sn](CCCC)(CCCC)CCCC)=NN2C)=CC=1.CN(C=[O:54])C. The product is [OH:54][CH2:17][C:14]([NH:13][C:11]([C:10]1[C:4]2[C:5](=[N:6][CH:7]=[CH:2][N:3]=2)[NH:8][CH:9]=1)=[O:12])([CH3:15])[CH3:16]. The yield is 0.370.